Task: Predict the reaction yield, written as a fraction of the theoretical maximum amount of product (1.0 means a 100% yield; for example, 0.34 means a 34% yield).. Dataset: Reaction yield outcomes from USPTO patents with 853,638 reactions (1) The reactants are C([Li])CCC.[CH3:6][N:7]([CH3:16])[S:8]([N:11]1[CH:15]=[CH:14][N:13]=[CH:12]1)(=[O:10])=[O:9].Cl[Si:18]([CH2:23][CH3:24])([CH2:21][CH3:22])[CH2:19][CH3:20].[Cl:25][C:26]1[CH:51]=[CH:50][C:29]([C:30]([C:32]2[CH:33]=[C:34]3[C:39](=[CH:40][CH:41]=2)[N:38]([CH3:42])[C:37](=[O:43])[CH:36]=[C:35]3[C:44]2[CH:49]=[CH:48][CH:47]=[CH:46][CH:45]=2)=[O:31])=[CH:28][CH:27]=1. The catalyst is O1CCCC1. The product is [Cl:25][C:26]1[CH:27]=[CH:28][C:29]([C:30]([C:32]2[CH:33]=[C:34]3[C:39](=[CH:40][CH:41]=2)[N:38]([CH3:42])[C:37](=[O:43])[CH:36]=[C:35]3[C:44]2[CH:49]=[CH:48][CH:47]=[CH:46][CH:45]=2)([OH:31])[C:14]2[N:13]=[C:12]([Si:18]([CH2:23][CH3:24])([CH2:21][CH3:22])[CH2:19][CH3:20])[N:11]([S:8]([N:7]([CH3:16])[CH3:6])(=[O:9])=[O:10])[CH:15]=2)=[CH:50][CH:51]=1. The yield is 1.00. (2) The reactants are [Cl:1][C:2]1[CH:3]=[C:4]([NH:16][C:17]2[C:26]3[C:21](=[CH:22][C:23]([O:30][CH3:31])=[C:24]([N+:27]([O-])=O)[CH:25]=3)[N:20]=[CH:19][N:18]=2)[CH:5]=[CH:6][C:7]=1[O:8][CH2:9][C:10]1[CH:15]=[CH:14][CH:13]=[CH:12][N:11]=1.Cl.[OH-].[Na+]. The catalyst is CCO.[Fe]. The product is [Cl:1][C:2]1[CH:3]=[C:4]([NH:16][C:17]2[C:26]3[C:21](=[CH:22][C:23]([O:30][CH3:31])=[C:24]([NH2:27])[CH:25]=3)[N:20]=[CH:19][N:18]=2)[CH:5]=[CH:6][C:7]=1[O:8][CH2:9][C:10]1[CH:15]=[CH:14][CH:13]=[CH:12][N:11]=1. The yield is 0.543. (3) The reactants are [C:1]1([OH:11])[C:10]2[CH2:9][CH2:8][CH2:7][CH2:6][C:5]=2[CH:4]=[CH:3][CH:2]=1.[H-].[Na+].[Cl:14][C:15]1[CH:20]=[C:19]([N+]([O-])=O)[CH:18]=[CH:17][N:16]=1. No catalyst specified. The product is [Cl:14][C:15]1[CH:20]=[C:19]([O:11][C:1]2[C:10]3[CH2:9][CH2:8][CH2:7][CH2:6][C:5]=3[CH:4]=[CH:3][CH:2]=2)[CH:18]=[CH:17][N:16]=1. The yield is 0.980. (4) The reactants are [P:1]([O:42]CC[Si](C)(C)C)([O:35]CC[Si](C)(C)C)([O:3][C@H:4]([CH:32]1[CH2:34][CH2:33]1)[CH2:5][O:6][C:7]1[CH:12]=[CH:11][C:10]([N:13]2[C:18](=[O:19])[C:17]3[S:20][C:21]([C:23]4[CH:28]=[CH:27][C:26]([Cl:29])=[CH:25][CH:24]=4)=[CH:22][C:16]=3[N:15]=[CH:14]2)=[CH:9][C:8]=1[O:30][CH3:31])=[O:2].C(O)(C(F)(F)F)=O. The catalyst is C(Cl)Cl. The product is [P:1]([OH:42])([OH:35])([O:3][C@H:4]([CH:32]1[CH2:33][CH2:34]1)[CH2:5][O:6][C:7]1[CH:12]=[CH:11][C:10]([N:13]2[C:18](=[O:19])[C:17]3[S:20][C:21]([C:23]4[CH:28]=[CH:27][C:26]([Cl:29])=[CH:25][CH:24]=4)=[CH:22][C:16]=3[N:15]=[CH:14]2)=[CH:9][C:8]=1[O:30][CH3:31])=[O:2]. The yield is 0.730. (5) The reactants are [NH:1]1[CH2:8][CH2:7][CH2:6][CH:2]1[C:3]([OH:5])=[O:4].I[C:10]1[CH:15]=[CH:14][CH:13]=[CH:12][CH:11]=1.[O-]P([O-])([O-])=O.[K+].[K+].[K+].C(O)CO.Cl. The catalyst is CC(O)C.O.[Cu]I. The product is [C:10]1([N:1]2[CH2:8][CH2:7][CH2:6][C@H:2]2[C:3]([OH:5])=[O:4])[CH:15]=[CH:14][CH:13]=[CH:12][CH:11]=1. The yield is 0.270. (6) The reactants are [CH:1](=[N:8][NH:9][C:10](=O)[C:11]1[CH:16]=[CH:15][C:14]([C:17]([F:20])([F:19])[F:18])=[CH:13][CH:12]=1)[C:2]1[CH:7]=[CH:6][CH:5]=[CH:4][CH:3]=1.S(Cl)([Cl:24])=O. The catalyst is C1(C)C=CC=CC=1. The product is [CH:1](=[N:8][N:9]=[C:10]([Cl:24])[C:11]1[CH:16]=[CH:15][C:14]([C:17]([F:20])([F:19])[F:18])=[CH:13][CH:12]=1)[C:2]1[CH:7]=[CH:6][CH:5]=[CH:4][CH:3]=1. The yield is 0.590. (7) The catalyst is CN(C=O)C. The yield is 0.890. The product is [Cl:28][C:22]1[CH:23]=[CH:24][CH:25]=[C:26]([Cl:27])[C:21]=1[NH:20][C:17]1[N:18]([CH3:19])[C:9]2[C:8]3[C:7](=[O:29])[NH:6][C:5]([CH2:4][CH:3]=[CH:2][NH:1][C:37]([NH:36][C:30]4[CH:35]=[CH:34][CH:33]=[CH:32][CH:31]=4)=[O:38])=[C:14]([CH3:15])[C:13]=3[CH:12]=[CH:11][C:10]=2[N:16]=1. The reactants are [NH2:1][CH2:2][CH:3]=[CH:4][C:5]1[NH:6][C:7](=[O:29])[C:8]2[C:9]3[N:18]([CH3:19])[C:17]([NH:20][C:21]4[C:26]([Cl:27])=[CH:25][CH:24]=[CH:23][C:22]=4[Cl:28])=[N:16][C:10]=3[CH:11]=[CH:12][C:13]=2[C:14]=1[CH3:15].[C:30]1([N:36]=[C:37]=[O:38])[CH:35]=[CH:34][CH:33]=[CH:32][CH:31]=1.